This data is from Forward reaction prediction with 1.9M reactions from USPTO patents (1976-2016). The task is: Predict the product of the given reaction. (1) Given the reactants [OH:1][N:2]=[C:3](Cl)[C:4]1[CH:5]=[N:6][CH:7]=[N:8][CH:9]=1.[C:11]([C:13]1[CH:18]=[CH:17][C:16]([F:19])=[CH:15][C:14]=1[F:20])#[CH:12].N, predict the reaction product. The product is: [F:20][C:14]1[CH:15]=[C:16]([F:19])[CH:17]=[CH:18][C:13]=1[C:11]1[O:1][N:2]=[C:3]([C:4]2[CH:5]=[N:6][CH:7]=[N:8][CH:9]=2)[CH:12]=1. (2) Given the reactants [CH:1]1([N:6]2[CH2:12][C:11]([F:14])([F:13])[C:10](=[O:15])[N:9]([CH3:16])[C:8]3[CH:17]=[N:18][C:19]([NH:21][C:22]4[CH:30]=[CH:29][C:25]([C:26](O)=[O:27])=[CH:24][C:23]=4[CH2:31][CH3:32])=[N:20][C:7]2=3)[CH2:5][CH2:4][CH2:3][CH2:2]1.ON1C2C=CC=CC=2N=N1.F[P-](F)(F)(F)(F)F.CN(C(N(C)C)=[N+]1C2C=CC=CC=2[N+]([O-])=N1)C.C(N(C(C)C)CC)(C)C.[CH3:76][N:77]([CH3:81])[CH2:78][CH2:79][NH2:80], predict the reaction product. The product is: [CH:1]1([N:6]2[CH2:12][C:11]([F:14])([F:13])[C:10](=[O:15])[N:9]([CH3:16])[C:8]3[CH:17]=[N:18][C:19]([NH:21][C:22]4[CH:30]=[CH:29][C:25]([C:26]([NH:80][CH2:79][CH2:78][N:77]([CH3:81])[CH3:76])=[O:27])=[CH:24][C:23]=4[CH2:31][CH3:32])=[N:20][C:7]2=3)[CH2:5][CH2:4][CH2:3][CH2:2]1. (3) Given the reactants CCOC(/N=N/C(OCC)=O)=O.C1(P(C2C=CC=CC=2)C2C=CC=CC=2)C=CC=CC=1.[OH:32][CH:33]1[CH2:38][CH2:37][N:36]([C:39]([O:41][C:42]([CH3:45])([CH3:44])[CH3:43])=[O:40])[CH2:35][CH2:34]1.[Br:46][C:47]1[CH:48]=[C:49]2[C:54](=[CH:55][C:56]=1O)[N:53]=[C:52]([NH:58][C:59]1[CH:64]=[CH:63][CH:62]=[C:61]([F:65])[CH:60]=1)[N:51]=[CH:50]2, predict the reaction product. The product is: [Br:46][C:47]1[CH:48]=[C:49]2[C:54](=[CH:55][C:56]=1[O:32][CH:33]1[CH2:34][CH2:35][N:36]([C:39]([O:41][C:42]([CH3:45])([CH3:44])[CH3:43])=[O:40])[CH2:37][CH2:38]1)[N:53]=[C:52]([NH:58][C:59]1[CH:64]=[CH:63][CH:62]=[C:61]([F:65])[CH:60]=1)[N:51]=[CH:50]2. (4) Given the reactants C(OP([CH2:9][C:10]([O:12][C:13]([CH3:16])([CH3:15])[CH3:14])=[O:11])(OCC)=O)C.[H-].[Na+].[CH3:19][O:20][CH:21]([O:30][CH3:31])[C:22]1[CH:23]=[CH:24][C:25]([CH:28]=O)=[N:26][CH:27]=1, predict the reaction product. The product is: [CH3:19][O:20][CH:21]([O:30][CH3:31])[C:22]1[CH:23]=[CH:24][C:25](/[CH:28]=[CH:9]/[C:10]([O:12][C:13]([CH3:14])([CH3:15])[CH3:16])=[O:11])=[N:26][CH:27]=1. (5) Given the reactants [Br:1][C:2]1[C:7]([Cl:8])=[CH:6][C:5]([CH2:9][C:10]([OH:12])=[O:11])=[C:4]([CH3:13])[CH:3]=1.[C:14]([C:16]1(O)[CH2:21][CH2:20][CH2:19][N:18]([C:22]([O:24][CH2:25][C:26]2[CH:31]=[CH:30][CH:29]=[CH:28][CH:27]=2)=[O:23])[CH2:17]1)#[N:15].ClCCl, predict the reaction product. The product is: [Br:1][C:2]1[C:7]([Cl:8])=[CH:6][C:5]([CH2:9][C:10]([O:12][C:16]2([C:14]#[N:15])[CH2:21][CH2:20][CH2:19][N:18]([C:22]([O:24][CH2:25][C:26]3[CH:31]=[CH:30][CH:29]=[CH:28][CH:27]=3)=[O:23])[CH2:17]2)=[O:11])=[C:4]([CH3:13])[CH:3]=1. (6) The product is: [CH3:1][O:2][C:3]1[C:4]([CH3:22])=[CH:5][C:6]([C:10]2[O:11][C:12]3[N:13]=[C:14]([S:20][CH3:21])[N:15]=[C:16]([O:19][CH2:30][CH2:31][CH3:32])[C:17]=3[N:18]=2)=[CH:7][C:8]=1[CH3:9]. Given the reactants [CH3:1][O:2][C:3]1[C:8]([CH3:9])=[CH:7][C:6]([C:10]2[O:11][C:12]3[N:13]=[C:14]([S:20][CH3:21])[N:15]=[C:16]([OH:19])[C:17]=3[N:18]=2)=[CH:5][C:4]=1[CH3:22].C(=O)([O-])[O-].[K+].[K+].Br[CH2:30][CH2:31][CH3:32].O, predict the reaction product.